This data is from Peptide-MHC class II binding affinity with 134,281 pairs from IEDB. The task is: Regression. Given a peptide amino acid sequence and an MHC pseudo amino acid sequence, predict their binding affinity value. This is MHC class II binding data. (1) The peptide sequence is VIFILLMLVTPSMTM. The MHC is DRB1_0301 with pseudo-sequence DRB1_0301. The binding affinity (normalized) is 0.334. (2) The MHC is HLA-DPA10301-DPB10402 with pseudo-sequence HLA-DPA10301-DPB10402. The binding affinity (normalized) is 0.621. The peptide sequence is KLRFTCLSSTGSSCL. (3) The peptide sequence is MTSLALVGAALHPFA. The MHC is DRB1_0301 with pseudo-sequence DRB1_0301. The binding affinity (normalized) is 0.515. (4) The peptide sequence is QVESTAGSLQGQWRG. The MHC is DRB1_0405 with pseudo-sequence DRB1_0405. The binding affinity (normalized) is 0.0382. (5) The peptide sequence is SGAGWSGMAEATSLD. The MHC is HLA-DPA10103-DPB10201 with pseudo-sequence HLA-DPA10103-DPB10201. The binding affinity (normalized) is 0.124. (6) The peptide sequence is VGSKLIVAMSSWLQK. The MHC is HLA-DQA10102-DQB10602 with pseudo-sequence HLA-DQA10102-DQB10602. The binding affinity (normalized) is 0.406. (7) The peptide sequence is KSSKPLVGPFNFRFM. The MHC is DRB3_0202 with pseudo-sequence DRB3_0202. The binding affinity (normalized) is 0.255. (8) The peptide sequence is NIVVNVFNQLDQPLL. The MHC is HLA-DQA10101-DQB10501 with pseudo-sequence HLA-DQA10101-DQB10501. The binding affinity (normalized) is 0.459. (9) The peptide sequence is PPGERGAPGNRGFPGQ. The MHC is HLA-DQA10302-DQB10401 with pseudo-sequence HLA-DQA10303-DQB10402. The binding affinity (normalized) is 0.